Dataset: Forward reaction prediction with 1.9M reactions from USPTO patents (1976-2016). Task: Predict the product of the given reaction. (1) The product is: [F:1][CH:2]([F:36])[CH2:3][NH:4][C:21]1[CH:22]=[N:23][CH:24]=[CH:25][C:26]=1[C:27]1[CH:32]=[C:31]([F:37])[C:30]([F:33])=[CH:29][C:28]=1[O:34][CH3:35]. Given the reactants [F:1][CH:2]([F:36])[CH2:3][N:4]([C:21]1[CH:22]=[N:23][CH:24]=[CH:25][C:26]=1[C:27]1[CH:32]=[CH:31][C:30]([F:33])=[CH:29][C:28]=1[O:34][CH3:35])C(=O)C1C=C(C(F)(F)F)N=C(C(F)(F)F)C=1.[F:37]C1C(F)=CC(B(O)O)=C(OC)C=1, predict the reaction product. (2) Given the reactants C(OC(=O)[NH:7][C@@H:8]1[CH2:14][C:13]([F:16])([F:15])[CH2:12][CH2:11][N:10]([CH2:17][C:18]2[CH:23]=[CH:22][C:21]([O:24][CH3:25])=[CH:20][C:19]=2[O:26][CH3:27])[C:9]1=[O:28])(C)(C)C.Cl.O1CCOCC1.CCN(C(C)C)C(C)C.[Cl:46][C:47]1[CH:48]=[CH:49][C:50]([S:53](Cl)(=[O:55])=[O:54])=[N:51][CH:52]=1, predict the reaction product. The product is: [CH3:27][O:26][C:19]1[CH:20]=[C:21]([O:24][CH3:25])[CH:22]=[CH:23][C:18]=1[CH2:17][N:10]1[CH2:11][CH2:12][C:13]([F:15])([F:16])[CH2:14][C@@H:8]([NH:7][S:53]([C:50]2[CH:49]=[CH:48][C:47]([Cl:46])=[CH:52][N:51]=2)(=[O:55])=[O:54])[C:9]1=[O:28]. (3) Given the reactants S([N:11]1[C:19]2[C:14](=[CH:15][CH:16]=[CH:17][CH:18]=2)[C:13]([C@H:20]2[C@H:25]([O:26][CH2:27][C:28]3[CH:33]=[CH:32][CH:31]=[CH:30][CH:29]=3)[C@@H:24]([O:34][CH2:35][C:36]3[CH:41]=[CH:40][CH:39]=[CH:38][CH:37]=3)[C@H:23]([O:42][CH2:43][C:44]3[CH:49]=[CH:48][CH:47]=[CH:46][CH:45]=3)[C@@H:22]([CH2:50][O:51][CH2:52][C:53]3[CH:58]=[CH:57][CH:56]=[CH:55][CH:54]=3)[O:21]2)=[CH:12]1)(C1C=CC(C)=CC=1)(=O)=O.[OH-].[K+], predict the reaction product. The product is: [CH2:27]([O:26][C@@H:25]1[C@@H:24]([O:34][CH2:35][C:36]2[CH:37]=[CH:38][CH:39]=[CH:40][CH:41]=2)[C@H:23]([O:42][CH2:43][C:44]2[CH:49]=[CH:48][CH:47]=[CH:46][CH:45]=2)[C@@H:22]([CH2:50][O:51][CH2:52][C:53]2[CH:54]=[CH:55][CH:56]=[CH:57][CH:58]=2)[O:21][C@H:20]1[C:13]1[C:14]2[C:19](=[CH:18][CH:17]=[CH:16][CH:15]=2)[NH:11][CH:12]=1)[C:28]1[CH:29]=[CH:30][CH:31]=[CH:32][CH:33]=1. (4) Given the reactants CON(C)[C:4]([CH:6]1[CH2:8][CH:7]1[C:9]1[CH:14]=[CH:13][C:12]([Cl:15])=[CH:11][CH:10]=1)=[O:5].[OH2:17].[OH-].[Na+], predict the reaction product. The product is: [Cl:15][C:12]1[CH:13]=[CH:14][C:9]([CH:7]2[CH2:8][CH:6]2[C:4]([OH:17])=[O:5])=[CH:10][CH:11]=1. (5) Given the reactants [NH2:1][CH2:2][C:3]1[CH:8]=[N:7][CH:6]=[CH:5][N:4]=1.[C:9]([O:13][C:14](O[C:14]([O:13][C:9]([CH3:12])([CH3:11])[CH3:10])=[O:15])=[O:15])([CH3:12])([CH3:11])[CH3:10], predict the reaction product. The product is: [C:9]([O:13][C:14](=[O:15])[NH:1][CH2:2][C:3]1[CH:8]=[N:7][CH:6]=[CH:5][N:4]=1)([CH3:12])([CH3:11])[CH3:10].